This data is from Catalyst prediction with 721,799 reactions and 888 catalyst types from USPTO. The task is: Predict which catalyst facilitates the given reaction. (1) Reactant: [C:1]([O:5][C:6]([NH:8][C:9]1([CH3:25])[CH2:14][CH2:13][CH2:12][N:11](C(OCC2C=CC=CC=2)=O)[CH2:10]1)=[O:7])([CH3:4])([CH3:3])[CH3:2]. Product: [CH3:25][C:9]1([NH:8][C:6](=[O:7])[O:5][C:1]([CH3:4])([CH3:3])[CH3:2])[CH2:14][CH2:13][CH2:12][NH:11][CH2:10]1. The catalyst class is: 19. (2) Reactant: [Br:1][C:2]1[CH:3]=[C:4]([C:8]([NH:10][CH:11]2[CH2:16][CH2:15][N:14]([C:17]3[N:22]=[C:21]([S:23][CH3:24])[N:20]=[C:19]([C:25](O)=[O:26])[CH:18]=3)[CH2:13][CH2:12]2)=[O:9])[NH:5][C:6]=1[CH3:7].[NH3:28]. Product: [Br:1][C:2]1[CH:3]=[C:4]([C:8]([NH:10][CH:11]2[CH2:16][CH2:15][N:14]([C:17]3[N:22]=[C:21]([S:23][CH3:24])[N:20]=[C:19]([C:25]([NH2:28])=[O:26])[CH:18]=3)[CH2:13][CH2:12]2)=[O:9])[NH:5][C:6]=1[CH3:7]. The catalyst class is: 5. (3) Reactant: C([O:3][C:4](=[O:30])[CH2:5][C:6]1[C:7]([CH3:29])=[C:8]([S:17][C:18]2[CH:23]=[CH:22][C:21]([S:24]([CH3:27])(=[O:26])=[O:25])=[CH:20][C:19]=2[Cl:28])[N:9]2[C:14]=1[CH:13]=[C:12]([C:15]#[N:16])[CH:11]=[CH:10]2)C.[OH-].[Li+].O.C(O)C. Product: [Cl:28][C:19]1[CH:20]=[C:21]([S:24]([CH3:27])(=[O:26])=[O:25])[CH:22]=[CH:23][C:18]=1[S:17][C:8]1[N:9]2[C:14]([CH:13]=[C:12]([C:15]#[N:16])[CH:11]=[CH:10]2)=[C:6]([CH2:5][C:4]([OH:30])=[O:3])[C:7]=1[CH3:29]. The catalyst class is: 15. (4) Reactant: C(O[C:6](=O)[N:7]([CH2:9][CH2:10][N:11]([C:23](=[O:40])[CH2:24][NH:25][C:26]1[CH:35]=[CH:34][CH:33]=[C:32]2[C:27]=1[CH2:28][CH2:29][N:30]([CH2:36][CH:37]1[CH2:39][CH2:38]1)[CH2:31]2)[CH2:12][C:13]1[CH:18]=[CH:17][CH:16]=[CH:15][C:14]=1[C:19]([F:22])([F:21])[F:20])C)(C)(C)C.C(O)(C(F)(F)F)=O.C([O-])(O)=O.[Na+]. Product: [CH:37]1([CH2:36][N:30]2[CH2:29][CH2:28][C:27]3[C:32](=[CH:33][CH:34]=[CH:35][C:26]=3[NH:25][CH2:24][C:23]([N:11]([CH2:10][CH2:9][NH:7][CH3:6])[CH2:12][C:13]3[CH:18]=[CH:17][CH:16]=[CH:15][C:14]=3[C:19]([F:20])([F:21])[F:22])=[O:40])[CH2:31]2)[CH2:38][CH2:39]1. The catalyst class is: 2. (5) Product: [ClH:33].[OH:1][C@H:2]([CH2:29][CH:30]([CH3:32])[CH3:31])[C:3]([N:5]1[CH2:10][CH2:9][N:8]([C:11]2[C:20]3[C:15](=[CH:16][C:17]([CH3:21])=[CH:18][CH:19]=3)[N:14]=[C:13]([C:22]3[CH:27]=[CH:26][CH:25]=[CH:24][C:23]=3[OH:28])[N:12]=2)[CH2:7][CH2:6]1)=[O:4]. Reactant: [OH:1][C@H:2]([CH2:29][CH:30]([CH3:32])[CH3:31])[C:3]([N:5]1[CH2:10][CH2:9][N:8]([C:11]2[C:20]3[C:15](=[CH:16][C:17]([CH3:21])=[CH:18][CH:19]=3)[N:14]=[C:13]([C:22]3[CH:27]=[CH:26][CH:25]=[CH:24][C:23]=3[OH:28])[N:12]=2)[CH2:7][CH2:6]1)=[O:4].[ClH:33].CCOCC. The catalyst class is: 2. (6) Reactant: I[CH2:2][C:3]([F:6])([F:5])[F:4].[CH2:7]([N:10]1[C:18]2[C:13](=[N:14][C:15]([C:20]3[CH:25]=[CH:24][C:23]([N:26]4[CH:30]=[C:29]5[CH2:31][NH:32][CH2:33][C:28]5=[N:27]4)=[CH:22][CH:21]=3)=[C:16]([Cl:19])[CH:17]=2)[N:12]=[C:11]1[O:34][C@H:35]1[C@H:39]2[O:40][CH2:41][C@@H:42]([OH:43])[C@H:38]2[O:37][CH2:36]1)[CH:8]=[CH2:9].C(N(CC)C(C)C)(C)C.FC(F)(F)S(OCC(F)(F)F)(=O)=O. Product: [CH2:7]([N:10]1[C:18]2[C:13](=[N:14][C:15]([C:20]3[CH:21]=[CH:22][C:23]([N:26]4[CH:30]=[C:29]5[CH2:31][N:32]([CH2:2][C:3]([F:6])([F:5])[F:4])[CH2:33][C:28]5=[N:27]4)=[CH:24][CH:25]=3)=[C:16]([Cl:19])[CH:17]=2)[N:12]=[C:11]1[O:34][C@H:35]1[C@H:39]2[O:40][CH2:41][C@@H:42]([OH:43])[C@H:38]2[O:37][CH2:36]1)[CH:8]=[CH2:9]. The catalyst class is: 12. (7) Reactant: [CH2:1]1C[O:4][CH2:3][CH2:2]1.C(Cl)(=O)C=C.[NH2:11][CH:12]1[C:20]2[C:15](=[CH:16][CH:17]=[CH:18][CH:19]=2)[CH2:14][CH2:13]1.O. Product: [CH:12]1([NH:11][C:3](=[O:4])[CH:2]=[CH2:1])[C:20]2[C:15](=[CH:16][CH:17]=[CH:18][CH:19]=2)[CH2:14][CH2:13]1. The catalyst class is: 13.